This data is from Forward reaction prediction with 1.9M reactions from USPTO patents (1976-2016). The task is: Predict the product of the given reaction. (1) Given the reactants [F:1][C:2]1[CH:7]=[CH:6][C:5]([Mg]Br)=[CH:4][CH:3]=1.[Cl-].FC1C=CC([Zn+])=CC=1.[Br:19][C:20]1[CH:50]=[CH:49][C:23]([CH2:24][O:25][C:26]2[CH:31]=[CH:30][C:29]([C@@H:32]3[C@@H:35]([CH2:36][CH2:37][C:38](Cl)=[O:39])[C:34](=[O:41])[N:33]3[C:42]3[CH:47]=[CH:46][C:45]([F:48])=[CH:44][CH:43]=3)=[CH:28][CH:27]=2)=[CH:22][CH:21]=1, predict the reaction product. The product is: [Br:19][C:20]1[CH:50]=[CH:49][C:23]([CH2:24][O:25][C:26]2[CH:31]=[CH:30][C:29]([C@H:32]3[N:33]([C:42]4[CH:47]=[CH:46][C:45]([F:48])=[CH:44][CH:43]=4)[C:34](=[O:41])[C@@H:35]3[CH2:36][CH2:37][C:38]([C:5]3[CH:6]=[CH:7][C:2]([F:1])=[CH:3][CH:4]=3)=[O:39])=[CH:28][CH:27]=2)=[CH:22][CH:21]=1. (2) Given the reactants [Cl:1][C:2]1[CH:8]=[CH:7][C:5]([NH2:6])=[CH:4][CH:3]=1.Cl[C:10]1[CH:19]=[CH:18][C:17]2[C:12](=[C:13]([C:20]3[NH:28][C:27]4[CH2:26][CH2:25][NH:24][C:23](=[O:29])[C:22]=4[CH:21]=3)[CH:14]=[CH:15][CH:16]=2)[N:11]=1.[Li+].C[Si]([N-][Si](C)(C)C)(C)C, predict the reaction product. The product is: [Cl:1][C:2]1[CH:8]=[CH:7][C:5]([NH:6][C:10]2[CH:19]=[CH:18][C:17]3[C:12](=[C:13]([C:20]4[NH:28][C:27]5[CH2:26][CH2:25][NH:24][C:23](=[O:29])[C:22]=5[CH:21]=4)[CH:14]=[CH:15][CH:16]=3)[N:11]=2)=[CH:4][CH:3]=1.